This data is from Reaction yield outcomes from USPTO patents with 853,638 reactions. The task is: Predict the reaction yield, written as a fraction of the theoretical maximum amount of product (1.0 means a 100% yield; for example, 0.34 means a 34% yield). (1) The catalyst is CN(C=O)C. The product is [F:20][CH:2]([F:1])[C:3]1[N:4]([C:9]2[C:18]3[C:13](=[CH:14][CH:15]=[CH:16][CH:17]=3)[C:12]([CH3:19])=[CH:11][CH:10]=2)[C:5]([S:8][CH2:28][C:29]([NH:31][C:32]2[CH:37]=[CH:36][C:35]([S:38](=[O:41])(=[O:40])[NH2:39])=[CH:34][C:33]=2[CH3:42])=[O:30])=[N:6][N:7]=1. The yield is 0.830. The reactants are [F:1][CH:2]([F:20])[C:3]1[N:4]([C:9]2[C:18]3[C:13](=[CH:14][CH:15]=[CH:16][CH:17]=3)[C:12]([CH3:19])=[CH:11][CH:10]=2)[C:5]([SH:8])=[N:6][N:7]=1.C([O-])([O-])=O.[K+].[K+].C[CH2:28][C:29]([NH:31][C:32]1[CH:37]=[CH:36][C:35]([S:38](=[O:41])(=[O:40])[NH2:39])=[CH:34][C:33]=1[CH3:42])=[O:30].O. (2) The reactants are [NH2:1][CH2:2][C:3]([N:5]([C:7]1[CH:12]=[CH:11][C:10]([Cl:13])=[C:9]([CH2:14][O:15][C:16]2[C:24]3[N:23]=[C:22]([O:25][CH3:26])[N:21]([CH2:27][C:28]4[CH:33]=[CH:32][CH:31]=[CH:30][N:29]=4)[C:20]=3[CH:19]=[CH:18][CH:17]=2)[C:8]=1[Cl:34])[CH3:6])=[O:4].C(N(CC)CC)C.[C:42]([NH:45][CH:46]1[CH2:51][CH2:50][N:49]([CH2:52][CH2:53][C:54](O)=[O:55])[CH2:48][CH2:47]1)(=[O:44])[CH3:43].CN(C(ON1N=NC2C=CC=CC1=2)=[N+](C)C)C.F[P-](F)(F)(F)(F)F. The catalyst is CN(C=O)C. The product is [C:42]([NH:45][CH:46]1[CH2:47][CH2:48][N:49]([CH2:52][CH2:53][C:54]([NH:1][CH2:2][C:3]([N:5]([C:7]2[CH:12]=[CH:11][C:10]([Cl:13])=[C:9]([CH2:14][O:15][C:16]3[C:24]4[N:23]=[C:22]([O:25][CH3:26])[N:21]([CH2:27][C:28]5[CH:33]=[CH:32][CH:31]=[CH:30][N:29]=5)[C:20]=4[CH:19]=[CH:18][CH:17]=3)[C:8]=2[Cl:34])[CH3:6])=[O:4])=[O:55])[CH2:50][CH2:51]1)(=[O:44])[CH3:43]. The yield is 0.550.